Dataset: Forward reaction prediction with 1.9M reactions from USPTO patents (1976-2016). Task: Predict the product of the given reaction. Given the reactants [F:1][C:2]1[CH:3]=[CH:4][C:5]([S:21](=[O:39])(=[O:38])[NH:22][C:23]2[CH:24]=[CH:25][C:26]3[CH:27]4[CH2:37][CH:28]4[CH2:29][O:30][C:31]=3[C:32]=2[C:33]([O:35][CH3:36])=[O:34])=[C:6]([CH2:8][CH2:9][CH:10]2[CH2:13][N:12]([C:14](OC(C)(C)C)=O)[CH2:11]2)[CH:7]=1.[CH2:40](Cl)Cl, predict the reaction product. The product is: [CH2:14]([N:12]1[CH2:13][CH:10]([CH2:9][CH2:8][C:6]2[CH:7]=[C:2]([F:1])[CH:3]=[CH:4][C:5]=2[S:21]([NH:22][C:23]2[C:32]([C:33]([O:35][CH3:36])=[O:34])=[C:31]3[C:26]([CH:27]4[CH2:37][CH:28]4[CH2:29][O:30]3)=[CH:25][CH:24]=2)(=[O:39])=[O:38])[CH2:11]1)[CH3:40].